Task: Predict the product of the given reaction.. Dataset: Forward reaction prediction with 1.9M reactions from USPTO patents (1976-2016) (1) Given the reactants [CH3:1][O:2][C:3](=[O:12])[CH2:4][C:5]1[CH:10]=[CH:9][C:8](Br)=[CH:7][CH:6]=1.C1(P(C2CCCCC2)C2C=CC=CC=2C2C(OC)=CC=CC=2OC)CCCCC1.P([O-])([O-])([O-])=O.[K+].[K+].[K+].[CH2:50]([C:52]([C:71]1[CH:76]=[CH:75][C:74](/[CH:77]=[CH:78]/[C:79]2([OH:84])[CH2:83][CH2:82][CH2:81][CH2:80]2)=[C:73]([CH3:85])[CH:72]=1)([C:55]1[CH:60]=[CH:59][C:58](B2OC(C)(C)C(C)(C)O2)=[C:57]([CH3:70])[CH:56]=1)[CH2:53][CH3:54])[CH3:51].C(=O)(O)[O-].[Na+], predict the reaction product. The product is: [CH3:1][O:2][C:3](=[O:12])[CH2:4][C:5]1[CH:10]=[CH:9][C:8]([C:58]2[CH:59]=[CH:60][C:55]([C:52]([CH2:53][CH3:54])([C:71]3[CH:76]=[CH:75][C:74](/[CH:77]=[CH:78]/[C:79]4([OH:84])[CH2:80][CH2:81][CH2:82][CH2:83]4)=[C:73]([CH3:85])[CH:72]=3)[CH2:50][CH3:51])=[CH:56][C:57]=2[CH3:70])=[CH:7][CH:6]=1. (2) Given the reactants C[O:2][C:3]([C:5]1([CH2:9][N:10]([C:16]2[C:21]([N+:22]([O-])=O)=[CH:20][N:19]=[C:18]([Cl:25])[N:17]=2)[CH:11]2[CH2:15][CH2:14][CH2:13][CH2:12]2)[CH2:8][CH2:7][CH2:6]1)=O.[NH4+].[Cl-], predict the reaction product. The product is: [Cl:25][C:18]1[N:19]=[CH:20][C:21]2[NH:22][C:3](=[O:2])[C:5]3([CH2:8][CH2:7][CH2:6]3)[CH2:9][N:10]([CH:11]3[CH2:15][CH2:14][CH2:13][CH2:12]3)[C:16]=2[N:17]=1.